This data is from Full USPTO retrosynthesis dataset with 1.9M reactions from patents (1976-2016). The task is: Predict the reactants needed to synthesize the given product. (1) Given the product [F:1][C:2]1[CH:3]=[C:4]([C@:8]2([CH2:9][OH:14])[CH2:13][C@H:12]2[CH2:11][OH:10])[CH:5]=[CH:6][CH:7]=1, predict the reactants needed to synthesize it. The reactants are: [F:1][C:2]1[CH:3]=[C:4]([C@:8]23[CH2:13][C@H:12]2[CH2:11][O:10][C:9]3=[O:14])[CH:5]=[CH:6][CH:7]=1.[BH4-].[Li+].C1COCC1.C(O)(=O)CC(CC(O)=O)(C(O)=O)O. (2) Given the product [C:11]([NH:10][CH:8]([C:5]1[CH:6]=[CH:7][C:2]([Cl:1])=[C:3]([NH:14][C:15](=[S:16])[NH:17][C:18]2[CH:19]=[C:20]([CH:31]=[CH:32][C:33]=2[NH:34][CH3:35])[C:21]([NH:23][C:24]2[CH:25]=[CH:26][C:27]([Br:30])=[CH:28][CH:29]=2)=[O:22])[CH:4]=1)[CH3:9])(=[O:13])[CH3:12], predict the reactants needed to synthesize it. The reactants are: [Cl:1][C:2]1[CH:7]=[CH:6][C:5]([CH:8]([NH:10][C:11](=[O:13])[CH3:12])[CH3:9])=[CH:4][C:3]=1[N:14]=[C:15]=[S:16].[NH2:17][C:18]1[CH:19]=[C:20]([CH:31]=[CH:32][C:33]=1[NH:34][CH3:35])[C:21]([NH:23][C:24]1[CH:29]=[CH:28][C:27]([Br:30])=[CH:26][CH:25]=1)=[O:22]. (3) Given the product [F:1][C:2]([F:37])([C:21]([F:35])([F:36])[C:22]([F:33])([F:34])[C:23]([F:31])([F:32])[C:24]([F:29])([F:30])[C:25]([F:27])([F:28])[F:26])[CH2:3][CH2:4][O:5][CH2:6][CH2:7][CH2:8][CH2:9][CH2:10][CH2:11][CH2:12][CH2:13][CH2:14][CH2:15][CH2:16][SH:17], predict the reactants needed to synthesize it. The reactants are: [F:1][C:2]([F:37])([C:21]([F:36])([F:35])[C:22]([F:34])([F:33])[C:23]([F:32])([F:31])[C:24]([F:30])([F:29])[C:25]([F:28])([F:27])[F:26])[CH2:3][CH2:4][O:5][CH2:6][CH2:7][CH2:8][CH2:9][CH2:10][CH2:11][CH2:12][CH2:13][CH2:14][CH2:15][CH2:16][S:17]C(=O)C.Cl. (4) Given the product [C:35]([O:39][C:40](=[O:46])[NH:41][S:42]([O:18][CH2:17][C@@H:15]1[C@@H:14]([OH:19])[CH2:13][C@H:12]([N:5]2[C:6]3[N:7]=[CH:8][N:9]=[CH:10][C:11]=3[C:3]([CH2:1][CH3:2])=[CH:4]2)[O:16]1)(=[O:44])=[O:43])([CH3:38])([CH3:36])[CH3:37], predict the reactants needed to synthesize it. The reactants are: [CH2:1]([C:3]1[C:11]2[CH:10]=[N:9][CH:8]=[N:7][C:6]=2[N:5]([C@@H:12]2[O:16][C@H:15]([CH2:17][OH:18])[C@@H:14]([OH:19])[CH2:13]2)[CH:4]=1)[CH3:2].C(C1C=C(C)C=C(C(C)(C)C)N=1)(C)(C)C.[C:35]([O:39][C:40](=[O:46])[NH:41][S:42](Cl)(=[O:44])=[O:43])([CH3:38])([CH3:37])[CH3:36]. (5) Given the product [Cl:1][C:2]1[N:7]=[C:6]([NH:20][C:12]2[CH:13]=[C:14]3[C:18](=[CH:19][C:11]=2[CH3:10])[NH:17][N:16]=[CH:15]3)[CH:5]=[CH:4][N:3]=1, predict the reactants needed to synthesize it. The reactants are: [Cl:1][C:2]1[N:7]=[C:6](Cl)[CH:5]=[CH:4][N:3]=1.Cl.[CH3:10][C:11]1[CH:19]=[C:18]2[C:14]([CH:15]=[N:16][NH:17]2)=[CH:13][C:12]=1[NH2:20]. (6) Given the product [C@@H:25]12[CH2:31][C@@H:28]([CH2:29][CH2:30]1)[CH2:27][C@@H:26]2[O:32][C:33]1[C:41]([CH:42]2[CH2:44][CH2:43]2)=[CH:40][C:36]([C:37]([NH:53][S:50]([CH3:49])(=[O:52])=[O:51])=[O:38])=[C:35]([F:45])[CH:34]=1, predict the reactants needed to synthesize it. The reactants are: C12(COC3C(C4CC4)=CC(C(O)=O)=CN=3)CC3CC(CC(C3)C1)C2.[C@@H:25]12[CH2:31][C@@H:28]([CH2:29][CH2:30]1)[CH2:27][C@@H:26]2[O:32][C:33]1[C:41]([CH:42]2[CH2:44][CH2:43]2)=[CH:40][C:36]([C:37](O)=[O:38])=[C:35]([F:45])[CH:34]=1.COC[CH2:49][S:50]([NH2:53])(=[O:52])=[O:51].CS(N)(=O)=O. (7) The reactants are: [Cl:1][C:2]1[C:8]([Cl:9])=[CH:7][CH:6]=[CH:5][C:3]=1[NH2:4].[N:10]([O-])=O.[Na+].Cl[Sn]Cl. Given the product [Cl:1][C:2]1[C:8]([Cl:9])=[CH:7][CH:6]=[CH:5][C:3]=1[NH:4][NH2:10], predict the reactants needed to synthesize it.